Dataset: Forward reaction prediction with 1.9M reactions from USPTO patents (1976-2016). Task: Predict the product of the given reaction. Given the reactants [NH2:1][C:2]1[N:6]([C:7]2[N:12]=[CH:11][N:10]=[C:9]([NH:13][CH3:14])[CH:8]=2)[N:5]=[C:4]([CH3:15])[CH:3]=1.[F:16][C:17]([C:20]1[CH:21]=[C:22]([NH:26][C:27](=[O:36])[C:28]2[CH:33]=[CH:32][C:31]([CH3:34])=[C:30](I)[CH:29]=2)[CH:23]=[N:24][CH:25]=1)([CH3:19])[CH3:18].CC1(C)C2C(=C(P(C3C=CC=CC=3)C3C=CC=CC=3)C=CC=2)OC2C(P(C3C=CC=CC=3)C3C=CC=CC=3)=CC=CC1=2.C([O-])([O-])=O.[Cs+].[Cs+], predict the reaction product. The product is: [F:16][C:17]([C:20]1[CH:21]=[C:22]([NH:26][C:27](=[O:36])[C:28]2[CH:29]=[CH:30][C:31]([CH3:34])=[C:32]([NH:1][C:2]3[N:6]([C:7]4[CH:8]=[C:9]([NH:13][CH3:14])[N:10]=[CH:11][N:12]=4)[N:5]=[C:4]([CH3:15])[CH:3]=3)[CH:33]=2)[CH:23]=[N:24][CH:25]=1)([CH3:19])[CH3:18].